Regression. Given two drug SMILES strings and cell line genomic features, predict the synergy score measuring deviation from expected non-interaction effect. From a dataset of NCI-60 drug combinations with 297,098 pairs across 59 cell lines. (1) Drug 1: CC1C(C(CC(O1)OC2CC(CC3=C2C(=C4C(=C3O)C(=O)C5=C(C4=O)C(=CC=C5)OC)O)(C(=O)C)O)N)O.Cl. Drug 2: C1=CC=C(C(=C1)C(C2=CC=C(C=C2)Cl)C(Cl)Cl)Cl. Cell line: HCC-2998. Synergy scores: CSS=16.4, Synergy_ZIP=2.98, Synergy_Bliss=9.56, Synergy_Loewe=-9.96, Synergy_HSA=8.38. (2) Drug 1: CC1=C2C(C(=O)C3(C(CC4C(C3C(C(C2(C)C)(CC1OC(=O)C(C(C5=CC=CC=C5)NC(=O)OC(C)(C)C)O)O)OC(=O)C6=CC=CC=C6)(CO4)OC(=O)C)O)C)O. Drug 2: CN(C(=O)NC(C=O)C(C(C(CO)O)O)O)N=O. Cell line: HS 578T. Synergy scores: CSS=14.5, Synergy_ZIP=-3.70, Synergy_Bliss=0.579, Synergy_Loewe=-23.3, Synergy_HSA=-4.98. (3) Drug 1: C1CCN(CC1)CCOC2=CC=C(C=C2)C(=O)C3=C(SC4=C3C=CC(=C4)O)C5=CC=C(C=C5)O. Drug 2: CC1C(C(CC(O1)OC2CC(CC3=C2C(=C4C(=C3O)C(=O)C5=CC=CC=C5C4=O)O)(C(=O)C)O)N)O. Cell line: A498. Synergy scores: CSS=67.8, Synergy_ZIP=1.78, Synergy_Bliss=2.73, Synergy_Loewe=2.78, Synergy_HSA=5.15. (4) Drug 1: CC(C)(C#N)C1=CC(=CC(=C1)CN2C=NC=N2)C(C)(C)C#N. Drug 2: CN(C(=O)NC(C=O)C(C(C(CO)O)O)O)N=O. Cell line: M14. Synergy scores: CSS=-11.5, Synergy_ZIP=11.9, Synergy_Bliss=12.1, Synergy_Loewe=-0.280, Synergy_HSA=-1.50. (5) Drug 1: CC1=CC2C(CCC3(C2CCC3(C(=O)C)OC(=O)C)C)C4(C1=CC(=O)CC4)C. Drug 2: C1=NC2=C(N=C(N=C2N1C3C(C(C(O3)CO)O)F)Cl)N. Cell line: BT-549. Synergy scores: CSS=16.5, Synergy_ZIP=-2.79, Synergy_Bliss=-7.02, Synergy_Loewe=-45.6, Synergy_HSA=-8.69. (6) Drug 1: CN(C)N=NC1=C(NC=N1)C(=O)N. Drug 2: CC1CCC2CC(C(=CC=CC=CC(CC(C(=O)C(C(C(=CC(C(=O)CC(OC(=O)C3CCCCN3C(=O)C(=O)C1(O2)O)C(C)CC4CCC(C(C4)OC)O)C)C)O)OC)C)C)C)OC. Cell line: NCI-H322M. Synergy scores: CSS=3.00, Synergy_ZIP=-4.15, Synergy_Bliss=-8.01, Synergy_Loewe=-64.3, Synergy_HSA=-10.8.